This data is from Reaction yield outcomes from USPTO patents with 853,638 reactions. The task is: Predict the reaction yield, written as a fraction of the theoretical maximum amount of product (1.0 means a 100% yield; for example, 0.34 means a 34% yield). The reactants are [NH2:1][CH2:2][CH:3]1[CH2:8][CH2:7][N:6]([C:9]2[N:14]=[C:13](/[CH:15]=[C:16]3/[C:17](=[O:22])[NH:18][C:19](=[O:21])[NH:20]/3)[CH:12]=[CH:11][N:10]=2)[CH2:5][CH2:4]1.[N:23]1[C:32]2[C:27](=[CH:28][CH:29]=[CH:30][CH:31]=2)[CH:26]=[CH:25][C:24]=1[CH:33]=O.C(N(C(C)C)CC)(C)C.[Na]. The catalyst is C(Cl)Cl.CS(C)=O. The product is [N:23]1[C:32]2[C:27](=[CH:28][CH:29]=[CH:30][CH:31]=2)[CH:26]=[CH:25][C:24]=1[CH2:33][NH:1][CH2:2][CH:3]1[CH2:4][CH2:5][N:6]([C:9]2[N:14]=[C:13](/[CH:15]=[C:16]3/[C:17](=[O:22])[NH:18][C:19](=[O:21])[NH:20]/3)[CH:12]=[CH:11][N:10]=2)[CH2:7][CH2:8]1. The yield is 0.128.